The task is: Binary Classification. Given two protein amino acid sequences, predict whether they physically interact or not.. This data is from Human Reference Interactome with 51,813 positive PPI pairs across 8,248 proteins, plus equal number of experimentally-validated negative pairs. (1) Protein 1 (ENSG00000068985) has sequence MGFLRRLIYRRRPMIYVESSEESSDEQPDEVESPTQSQDSTPAEEREDEGASAAQGQEPEADSQELVQPKTGCELGDGPDTKRVCLRNEEQMKLPAEGPEPEADSQEQVHPKTGCERGDGPDVQELGLPNPEEVKTPEEDEGQSQP*. Protein 2 (ENSG00000203805) has sequence MRELAIEIGVRALLFGVFVFTEFLDPFQRVIQPEEIWLYKNPLVQSDNIPTRLMFAISFLTPLAVICVVKIIRRTDKTEIKEAFLAVSLALALNGVCTNTIKLIVGRPRPDFFYRCFPDGVMNSEMHCTGDPDLVSEGRKSFPSIHSSFAFSGLGFTTFYLAGKLHCFTESGRGKSWRLCAAILPLYCAMMIALSRMCDYKHHWQDSFVGGVIGLIFAYICYRQHYPPLANTACHKPYVSLRVPASLKKEERPTADSAPSLPLEGITEGPV*. Result: 1 (the proteins interact). (2) Protein 1 (ENSG00000132563) has sequence MVSWIISRLVVLIFGTLYPAYSSYKAVKTKNVKEYVKWMMYWIVFAFFTTAETLTDIVLSWFPFYFELKIAFVIWLLSPYTKGSSVLYRKFVHPTLSNKEKEIDEYITQARDKSYETMMRVGKRGLNLAANAAVTAAAKGVLSEKLRSFSMQDLTLIRDEDALPLQRPDGRLRPSPGSLLDTIEDLGDDPALSLRSSTNPADSRTEASEDDMGDKAPKRAKPIKKAPKAEPLASKTLKTRPKKKTSGGGDSA*MVSWIISRLVVLIFGTLYPAYSSYKAVKTKNVKEYVKWMMYWIVFAF.... Protein 2 (ENSG00000213064) has sequence MDKLKKVLSGQDTEDRSGLSEVVEASSLSWSTRIKGFIACFAIGILCSLLGTVLLWVPRKGLHLFAVFYTFGNIASIGSTIFLMGPVKQLKRMFEPTRLIATIMVLLCFALTLCSAFWWHNKGLALIFCILQSLALTWYSLSFIPFARDAVKKCFAVCLA*MDKLKKVLSGQDTEDRSGLSEVVEASSLSWSTRIKGFIACFAIGILCSLLGTVLLWVPRKGLHLFAVFYTFGNIASIGSCVLHLPCVLPFGGITRDLHLSSAFCSLWH*. Result: 1 (the proteins interact). (3) Protein 1 (ENSG00000152056) has sequence MIHFILLFSRQGKLRLQKWYITLPDKERKKITREIVQIILSRGHRTSSFVDWKELKLVYKRSVSWILSLILKRLISSWTSL*MIHFILLFSRQGKLRLQKWYITLPDKERKKITREIVQIILSRGHRTSSFVDWKELKLVYKRCL*MIHFILLFSRQGKLRLQKWYITLPDKERKKITREIVQIILSRGHRTSSFVDWKELKLVYKRYASLYFCCAIENQDNELLTLEIVHRYVELLDKYFGNTWPFARA*MIHFILLFSRQGKLRLQKWYITLPDKERKKITREIVQIILSRGHRTSSF.... Protein 2 (ENSG00000160131) has sequence MERPDKAALNALQPPEFRNESSLASTLKTLLFFTALMITVPIGLYFTTKSYIFEGALGMSNRDSYFYAAIVAVVAVHVVLALFVYVAWNEGSRQWREGKQD*MLGSPCGPQLSDRDADEDQCSREFRGRRSRRPPRRTMLRGKSRLNVEWLGYSPGLLLEHRPLLAGRTPRSHRRNESSLASTLKTLLFFTALMITVPIGLYFTTKSYIFEGALGMSNRDSYFYAAIVAVVAVHVVLALFVYVAWNEGSRQWREGKQD*. Result: 0 (the proteins do not interact). (4) Protein 1 (ENSG00000007001) has sequence MASVIPASNRSMRSDRNTYVGKRFVHVKNPYLDLMDEDILYHLDLGTKTHNLPAMFGDVKFVCVGGSPNRMKAFALFMHKELGFEEAEEDIKDICAGTDRYCMYKTGPVLAISHGMGIPSISIMLHELIKLLHHARCCDVTIIRIGTSGGIGIAPGTVVITDIAVDSFFKPRFEQVILDNIVTRSTELDKELSEELFNCSKEIPNFPTLVGHTMCTYDFYEGQGRLDGALCSFSREKKLDYLKRAFKAGVRNIEMESTVFAAMCGLCGLKAAVVCVTLLDRLDCDQINLPHDVLVEYQQR.... Protein 2 (ENSG00000127527) has sequence MAAPLIPLSQQIPTGNSLYESYYKQVDPAYTGRVGASEAALFLKKSGLSDIILGKIWDLADPEGKGFLDKQGFYVALRLVACAQSGHEVTLSNLNLSMPPPKFHDTSSPLMVTPPSAEAHWAVRVEEKAKFDGIFESLLPINGLLSGDKVKPVLMNSKLPLDVLGRVWDLSDIDKDGHLDRDEFAVAMHLVYRALEKEPVPSALPPSLIPPSKRKKTVFPGAVPVLPASPPPKDSLRSTPSHGSVSSLNSTGSLSPKHSLKQTQPTVNWVVPVADKMRFDEIFLKTDLDLDGYVSGQEVK.... Result: 0 (the proteins do not interact). (5) Protein 1 (ENSG00000122188) has sequence MRSHFLQWALATSRNKDQITNIFSGFAGLLAILLVVAVFCILWNWNKRKKRQVPYLRVTVMPLLTLPQTRQRAKNIYDILPWRQEDLGRHESRSMRIFSTESLLSRNSESPEHVPSQAGNAFQEHTAHIHATEYAVGIYDNAMVPQMCGNLTPSAHCINVRASRDCASISSEDSHDYVNVPTAEEIAETLASTKSPSRNLFVLPSTQKLEFTEERDEGCGDAGDCTSLYSPGAEDSDSLSNGEGSSQISNDYVNMTGLDLSAIQERQLWVAFQCCRDYENVPAADPSGSQQQAEKDVPSS.... Result: 0 (the proteins do not interact). Protein 2 (ENSG00000106069) has sequence MAASSNSSLSGSSVSSDAEEYQPPIWKSYLYQLQQEAPRPKRIICPREVENRPKYYGREFHGIISREQADELLGGVEGAYILRESQRQPGCYTLALRFGNQTLNYRLFHDGKHFVGEKRFESIHDLVTDGLITLYIETKAAEYISKMTTNPIYEHIGYATLLREKVSRRLSRSKNEPRKTNVTHEEHTAVEKISSLVRRAALTHNDNHFNYEKTHNFKVHTFRGPHWCEYCANFMWGLIAQGVRCSDCGLNVHKQCSKHVPNDCQPDLKRIKKVYCCDLTTLVKAHNTQRPMVVDICIRE.... (6) Protein 1 (ENSG00000138152) has sequence MIMSNTHKARLERRVTGSTNRWRLPKQPFSGDLLSLSQMCKALSIDFEEALRNPDRLCISQIQKFFFENFKNKDIQSGEADVILECLGFKWELHQPQLFQSETLAKLYLKALAQGTTHPLRELEELLRAQSPKKTKEKSPAKRIIISLKINDPLVTKVAFATALKNLYMSEVEINLEDLLGVLASAHILQFSGLFQRCVDVMIARLKPSTIKKFYEAGCKYKEEQLTTGCEKWLEMNLVPLGGTQIHLHKIPQDLLHKVLKSPRLFTFSEFHLLKTMLLWVFLQLNYKIQAIPTYETVMT.... Protein 2 (ENSG00000189159) has sequence MTTTTTFKGVDPNSRNSSRDTGSCHVAQAGLELLGSSDDPALAS*MTTTTTFKGVDPNSRNSSRVLRPPGGGSNFSLGFDEPTEQPVRKNKMASNIFGTPEENQASWAKSAGAKSSGGREDLESSGLQRRNSSEASSGDFLDLKKMWTQTCQAAWGRVKRSPCLLRLCPARWPRPQCHPEEIPLAASPASSWVSSDCPERCRSVCFLHACELHNLSLTVHLLDLFH*MTTTTTFKGVDPNSRNSSRVLRPPGGGSNFSLGFDEPTEQPVRKNKMASNIFGTPEENQASWAKSAGAKSSGG.... Result: 0 (the proteins do not interact). (7) Protein 1 (ENSG00000160326) has sequence MQEPLLGAEGPDYDTFPEKPPPSPGDRARVGTLQNKRVFLATFAAVLGNFSFGYALVYTSPVIPALERSLDPDLHLTKSQASWFGSVFTLGAAAGGLSAMILNDLLGRKLSIMFSAVPSAAGYALMAGAHGLWMLLLGRTLTGFAGGLTAACIPVYVSEIAPPGVRGALGATPQLMAVFGSLSLYALGLLLPWRWLAVAGEAPVLIMILLLSFMPNSPRFLLSRGRDEEALRALAWLRGTDVDVHWEFEQIQDNVRRQSSRVSWAEARAPHVCRPITVALLMRLLQQLTGITPILVYLQS.... Protein 2 (ENSG00000100372) has sequence MASVLSYESLVHAVAGAVGSVTAMTVFFPLDTARLRLQVDEKRKSKTTHMVLLEIIKEEGLSG*MASVLSYESLVHAVAGAVGSVTAMTVFFPLDTARLRLQVDEKRKSKTTHMVLLEIIKEEGLLAPYRGWFPVISSLCCSNFVYFYTFNSLKALWVKGQHSTTGKDLVVGFVAGVVNVLLTTPLWVVNTRLKLQGAKFRNEDIVPTNYKGIIDAFHQIIRDEGISALWNGTFPSLLLVFNPAIQFMFYEGLKRQLLKKRMKLSSLDVFIIGAVAKAIATTVTYPLQTVQSILRLFIHS.... Result: 0 (the proteins do not interact).